Task: Predict the reactants needed to synthesize the given product.. Dataset: Full USPTO retrosynthesis dataset with 1.9M reactions from patents (1976-2016) (1) Given the product [F:16][C:15]1[CH:14]=[C:13]([C:17]([OH:20])([CH3:18])[CH3:19])[CH:12]=[C:11]([F:21])[C:10]=1[C:4]1[S:3][C:2]([NH:1][C:23]2[N:28]=[C:27]3[C:29](=[O:33])[N:30]([CH3:32])[CH2:31][C:26]3=[CH:25][CH:24]=2)=[C:6]([C:7]([NH2:9])=[O:8])[CH:5]=1, predict the reactants needed to synthesize it. The reactants are: [NH2:1][C:2]1[S:3][C:4]([C:10]2[C:15]([F:16])=[CH:14][C:13]([C:17]([OH:20])([CH3:19])[CH3:18])=[CH:12][C:11]=2[F:21])=[CH:5][C:6]=1[C:7]([NH2:9])=[O:8].Cl[C:23]1[N:28]=[C:27]2[C:29](=[O:33])[N:30]([CH3:32])[CH2:31][C:26]2=[CH:25][CH:24]=1. (2) Given the product [Cl:1][C:2]1[C:3]2[N:4]([C:8]([C:14]3[CH:15]=[C:16]([CH:46]=[CH:47][CH:48]=3)[O:17][C:18]3[CH:19]=[C:20]([S:24]([NH2:27])(=[O:25])=[O:26])[CH:21]=[CH:22][CH:23]=3)=[C:9]([CH:11]([CH3:12])[CH3:13])[N:10]=2)[CH:5]=[CH:6][CH:7]=1, predict the reactants needed to synthesize it. The reactants are: [Cl:1][C:2]1[C:3]2[N:4]([C:8]([C:14]3[CH:15]=[C:16]([CH:46]=[CH:47][CH:48]=3)[O:17][C:18]3[CH:19]=[C:20]([S:24]([N:27](CC4C=CC(OC)=CC=4)CC4C=CC(OC)=CC=4)(=[O:26])=[O:25])[CH:21]=[CH:22][CH:23]=3)=[C:9]([CH:11]([CH3:13])[CH3:12])[N:10]=2)[CH:5]=[CH:6][CH:7]=1.FC(F)(F)C(O)=O.